From a dataset of Reaction yield outcomes from USPTO patents with 853,638 reactions. Predict the reaction yield, written as a fraction of the theoretical maximum amount of product (1.0 means a 100% yield; for example, 0.34 means a 34% yield). (1) The reactants are [CH2:1]([Li])CCC.[F:6][C:7]([F:19])([F:18])[CH2:8][O:9][C:10]1[CH:17]=[CH:16][C:13]([CH:14]=O)=[CH:12][N:11]=1.O. The catalyst is [Br-].C[P+](C1C=CC=CC=1)(C1C=CC=CC=1)C1C=CC=CC=1.O1CCCC1. The product is [F:6][C:7]([F:19])([F:18])[CH2:8][O:9][C:10]1[CH:17]=[CH:16][C:13]([CH:14]=[CH2:1])=[CH:12][N:11]=1. The yield is 0.750. (2) The reactants are C(OC([N:8]1[CH2:12][C@@H:11]([O:13][C:14]2[CH:23]=[CH:22][C:21]3[C:16](=[CH:17][CH:18]=[CH:19][CH:20]=3)[CH:15]=2)[CH2:10][C@H:9]1[CH2:24][O:25][C:26]1[CH:35]=[CH:34][C:29]([C:30]([O:32][CH3:33])=[O:31])=[CH:28][CH:27]=1)=O)(C)(C)C.C(O)(C(F)(F)F)=O. The catalyst is C(Cl)Cl. The product is [CH:15]1[C:16]2[C:21](=[CH:20][CH:19]=[CH:18][CH:17]=2)[CH:22]=[CH:23][C:14]=1[O:13][C@@H:11]1[CH2:12][NH:8][C@H:9]([CH2:24][O:25][C:26]2[CH:35]=[CH:34][C:29]([C:30]([O:32][CH3:33])=[O:31])=[CH:28][CH:27]=2)[CH2:10]1. The yield is 1.00.